Predict the product of the given reaction. From a dataset of Forward reaction prediction with 1.9M reactions from USPTO patents (1976-2016). (1) Given the reactants [F:1][C:2]1[C:3]([O:33][C@H:34]2[CH2:39][CH2:38][NH:37][CH2:36][C@H:35]2[F:40])=[C:4]([CH:7]=[C:8]([C:10]2[N:15]=[C:14]([NH:16][C:17]3[CH:22]=[CH:21][C:20]([N:23]4[CH2:28][CH2:27][N:26]([CH:29]5[CH2:32][O:31][CH2:30]5)[CH2:25][CH2:24]4)=[CH:19][CH:18]=3)[N:13]=[CH:12][N:11]=2)[CH:9]=1)[C:5]#[N:6].CN(C(ON1N=NC2C=CC=NC1=2)=[N+](C)C)C.F[P-](F)(F)(F)(F)F.[C:65]([CH2:67][C:68](O)=[O:69])#[N:66], predict the reaction product. The product is: [C:65]([CH2:67][C:68]([N:37]1[CH2:38][CH2:39][C@H:34]([O:33][C:3]2[C:2]([F:1])=[CH:9][C:8]([C:10]3[N:15]=[C:14]([NH:16][C:17]4[CH:22]=[CH:21][C:20]([N:23]5[CH2:28][CH2:27][N:26]([CH:29]6[CH2:30][O:31][CH2:32]6)[CH2:25][CH2:24]5)=[CH:19][CH:18]=4)[N:13]=[CH:12][N:11]=3)=[CH:7][C:4]=2[C:5]#[N:6])[C@H:35]([F:40])[CH2:36]1)=[O:69])#[N:66]. (2) Given the reactants [C:1]([C:4]1[N:9]=[C:8]([C:10](=O)[CH3:11])[CH:7]=[CH:6][CH:5]=1)(=[O:3])[CH3:2].[CH3:13][C:14]1[CH:19]=[CH:18][CH:17]=[C:16]([CH3:20])[C:15]=1[NH2:21].C1(C)C=CC(S(O)(=O)=O)=CC=1, predict the reaction product. The product is: [CH3:13][C:14]1[CH:19]=[CH:18][CH:17]=[C:16]([CH3:20])[C:15]=1[N:21]=[C:10]([C:8]1[N:9]=[C:4]([C:1](=[O:3])[CH3:2])[CH:5]=[CH:6][CH:7]=1)[CH3:11]. (3) Given the reactants [C:1]([NH:5][C:6]1[N:7]=[C:8]([Cl:17])[CH:9]=[C:10]2[C:15]=1[C:14](=[O:16])[NH:13][CH:12]=[CH:11]2)([CH3:4])([CH3:3])[CH3:2].C([O-])([O-])=O.[Cs+].[Cs+].Cl[CH2:25][C@@H:26]([OH:29])[CH2:27][OH:28].C(OCC)(=O)C, predict the reaction product. The product is: [C:1]([NH:5][C:6]1[N:7]=[C:8]([Cl:17])[CH:9]=[C:10]2[C:15]=1[C:14](=[O:16])[N:13]([CH2:25][C@@H:26]([OH:29])[CH2:27][OH:28])[CH:12]=[CH:11]2)([CH3:4])([CH3:2])[CH3:3]. (4) The product is: [Cl:15][C:16]1[CH:21]=[C:20]([Cl:22])[CH:19]=[CH:18][C:17]=1[C:2]1[CH:11]=[N:10][CH:9]=[C:8]2[C:3]=1[CH:4]=[C:5]([C:12]([NH2:14])=[O:13])[CH:6]=[N:7]2. Given the reactants Br[C:2]1[CH:11]=[N:10][CH:9]=[C:8]2[C:3]=1[CH:4]=[C:5]([C:12]([NH2:14])=[O:13])[CH:6]=[N:7]2.[Cl:15][C:16]1[CH:21]=[C:20]([Cl:22])[CH:19]=[CH:18][C:17]=1B(O)O.C(=O)([O-])[O-].[Cs+].[Cs+], predict the reaction product. (5) Given the reactants C[O:2][C:3]([C:5]1([NH:14][C:15](=[O:25])[C:16]2[CH:21]=[CH:20][C:19]([O:22][CH3:23])=[C:18]([OH:24])[CH:17]=2)[CH2:13][C:12]2[C:7](=[CH:8][CH:9]=[CH:10][CH:11]=2)[CH2:6]1)=[O:4].[C:26]1([C:32]2([CH2:36]O)[CH2:35][O:34][CH2:33]2)[CH:31]=[CH:30][CH:29]=[CH:28][CH:27]=1, predict the reaction product. The product is: [CH3:23][O:22][C:19]1[CH:20]=[CH:21][C:16]([C:15]([NH:14][C:5]2([C:3]([OH:2])=[O:4])[CH2:6][C:7]3[C:12](=[CH:11][CH:10]=[CH:9][CH:8]=3)[CH2:13]2)=[O:25])=[CH:17][C:18]=1[O:24][CH2:36][C:32]1([C:26]2[CH:31]=[CH:30][CH:29]=[CH:28][CH:27]=2)[CH2:33][O:34][CH2:35]1. (6) Given the reactants [Cl:1][C:2]1[CH:7]=[CH:6][C:5]([C:8]2[CH:13]=[C:12]([C:14]([F:17])([F:16])[F:15])[CH:11]=[C:10]([N:18]3[CH:22]=[C:21](I)[N:20]=[CH:19]3)[N:9]=2)=[CH:4][CH:3]=1.[N:24]1[CH:29]=[CH:28][CH:27]=[C:26](B(O)O)[CH:25]=1, predict the reaction product. The product is: [Cl:1][C:2]1[CH:7]=[CH:6][C:5]([C:8]2[CH:13]=[C:12]([C:14]([F:17])([F:16])[F:15])[CH:11]=[C:10]([N:18]3[CH:22]=[C:21]([C:26]4[CH:25]=[N:24][CH:29]=[CH:28][CH:27]=4)[N:20]=[CH:19]3)[N:9]=2)=[CH:4][CH:3]=1. (7) Given the reactants C(O[C:5](=[O:7])[CH3:6])(=O)C.[NH2:8][C:9]1[CH:14]=[CH:13][C:12]([N+:15]([O-:17])=[O:16])=[CH:11][C:10]=1[OH:18].C(O)(=O)C, predict the reaction product. The product is: [OH:18][C:10]1[CH:11]=[C:12]([N+:15]([O-:17])=[O:16])[CH:13]=[CH:14][C:9]=1[NH:8][C:5](=[O:7])[CH3:6].